From a dataset of Peptide-MHC class II binding affinity with 134,281 pairs from IEDB. Regression. Given a peptide amino acid sequence and an MHC pseudo amino acid sequence, predict their binding affinity value. This is MHC class II binding data. (1) The peptide sequence is SDSWLKDSAIMVASD. The MHC is DRB1_1501 with pseudo-sequence DRB1_1501. The binding affinity (normalized) is 0.333. (2) The peptide sequence is MNENLGIISHLLKVR. The MHC is DRB1_0101 with pseudo-sequence DRB1_0101. The binding affinity (normalized) is 0.696. (3) The peptide sequence is EKKYFAATQFEPLAH. The MHC is HLA-DPA10201-DPB11401 with pseudo-sequence HLA-DPA10201-DPB11401. The binding affinity (normalized) is 0.816.